The task is: Predict which catalyst facilitates the given reaction.. This data is from Catalyst prediction with 721,799 reactions and 888 catalyst types from USPTO. (1) Reactant: C(O)(C(F)(F)F)=O.[Br:8][C:9]1[S:10][C:11]([NH:23]C(=O)OC(C)(C)C)=[C:12]([C:14]2[CH:19]=[C:18]([Cl:20])[CH:17]=[CH:16][C:15]=2[O:21][CH3:22])[N:13]=1. Product: [Br:8][C:9]1[S:10][C:11]([NH2:23])=[C:12]([C:14]2[CH:19]=[C:18]([Cl:20])[CH:17]=[CH:16][C:15]=2[O:21][CH3:22])[N:13]=1. The catalyst class is: 34. (2) Reactant: [C:1]([C:5]1[N:10]=[C:9]([NH:11][CH2:12][CH2:13][CH2:14][O:15][CH3:16])[C:8]([C:17]([N:19]([CH2:34][CH:35]([CH3:37])[CH3:36])[C@H:20]2[CH2:25][C@@H:24]([C:26]([N:28]3[CH2:33][CH2:32][O:31][CH2:30][CH2:29]3)=[O:27])[CH2:23][NH:22][CH2:21]2)=[O:18])=[CH:7][N:6]=1)([CH3:4])([CH3:3])[CH3:2].[C:38]([OH:45])(=[O:44])/[CH:39]=[CH:40]/[C:41]([OH:43])=[O:42]. Product: [C:38]([OH:45])(=[O:44])/[CH:39]=[CH:40]/[C:41]([OH:43])=[O:42].[C:1]([C:5]1[N:10]=[C:9]([NH:11][CH2:12][CH2:13][CH2:14][O:15][CH3:16])[C:8]([C:17]([N:19]([CH2:34][CH:35]([CH3:37])[CH3:36])[C@H:20]2[CH2:25][C@@H:24]([C:26]([N:28]3[CH2:33][CH2:32][O:31][CH2:30][CH2:29]3)=[O:27])[CH2:23][NH:22][CH2:21]2)=[O:18])=[CH:7][N:6]=1)([CH3:3])([CH3:4])[CH3:2]. The catalyst class is: 370. (3) Reactant: Cl.[C:2]1([CH3:10])[CH:7]=[CH:6][C:5]([NH:8][NH2:9])=[CH:4][CH:3]=1.C(N(CC)CC)C.[CH2:18](Br)[CH2:19][C:20]1[CH:25]=[CH:24][CH:23]=[CH:22][CH:21]=1. Product: [CH2:18]([N:8]([C:5]1[CH:6]=[CH:7][C:2]([CH3:10])=[CH:3][CH:4]=1)[NH2:9])[CH2:19][C:20]1[CH:25]=[CH:24][CH:23]=[CH:22][CH:21]=1. The catalyst class is: 14. (4) Reactant: [Si:1]([O:8][CH2:9][CH2:10][C@@H:11]1[CH2:13][C@@H:12]1[CH:14]1[CH2:19][CH2:18][N:17]([C:20]2[N:25]=[CH:24][C:23]([CH:26]=[O:27])=[CH:22][CH:21]=2)[CH2:16][CH2:15]1)([C:4]([CH3:7])([CH3:6])[CH3:5])([CH3:3])[CH3:2].[BH4-].[Na+]. Product: [Si:1]([O:8][CH2:9][CH2:10][C@@H:11]1[CH2:13][C@@H:12]1[CH:14]1[CH2:19][CH2:18][N:17]([C:20]2[N:25]=[CH:24][C:23]([CH2:26][OH:27])=[CH:22][CH:21]=2)[CH2:16][CH2:15]1)([C:4]([CH3:7])([CH3:5])[CH3:6])([CH3:3])[CH3:2]. The catalyst class is: 5. (5) Reactant: CN(C(ON1N=NC2C=CC=NC1=2)=[N+](C)C)C.F[P-](F)(F)(F)(F)F.Cl.Cl.[Cl:27][C:28]1[C:29]([F:54])=[C:30]([CH:51]=[CH:52][CH:53]=1)[NH:31][C:32]1[C:41]2[C:36](=[CH:37][C:38]([O:49][CH3:50])=[C:39]([O:42][CH:43]3[CH2:48][CH2:47][CH2:46][NH:45][CH2:44]3)[CH:40]=2)[N:35]=[CH:34][N:33]=1.C(N(C(C)C)CC)(C)C.[CH3:64][N:65]1[CH2:72][CH2:71][CH2:70][C@H:66]1[C:67](O)=[O:68]. Product: [Cl:27][C:28]1[C:29]([F:54])=[C:30]([CH:51]=[CH:52][CH:53]=1)[NH:31][C:32]1[C:41]2[C:36](=[CH:37][C:38]([O:49][CH3:50])=[C:39]([O:42][CH:43]3[CH2:48][CH2:47][CH2:46][N:45]([C:67]([C@@H:66]4[CH2:70][CH2:71][CH2:72][N:65]4[CH3:64])=[O:68])[CH2:44]3)[CH:40]=2)[N:35]=[CH:34][N:33]=1. The catalyst class is: 85. (6) Reactant: Cl[C:2]1[C:7]([CH:8]([CH3:10])[CH3:9])=[C:6]([O:11][CH3:12])[N:5]=[C:4]([O:13][CH3:14])[N:3]=1.[Cl:15][C:16]1[CH:17]=[C:18]([CH2:23][C:24]#[N:25])[CH:19]=[C:20]([CH3:22])[CH:21]=1.[H-].[Na+].[Cl-].[NH4+]. Product: [Cl:15][C:16]1[CH:17]=[C:18]([CH:23]([C:2]2[C:7]([CH:8]([CH3:10])[CH3:9])=[C:6]([O:11][CH3:12])[N:5]=[C:4]([O:13][CH3:14])[N:3]=2)[C:24]#[N:25])[CH:19]=[C:20]([CH3:22])[CH:21]=1. The catalyst class is: 3. (7) Reactant: [CH:1]1([OH:8])[CH2:7][CH2:6][CH:5]=[CH:4][CH2:3][CH2:2]1.N1C=CN=C1.[C:14]([Si:18](Cl)([C:25]1[CH:30]=[CH:29][CH:28]=[CH:27][CH:26]=1)[C:19]1[CH:24]=[CH:23][CH:22]=[CH:21][CH:20]=1)([CH3:17])([CH3:16])[CH3:15]. Product: [C:14]([Si:18]([O:8][CH:1]1[CH2:7][CH2:6][CH:5]=[CH:4][CH2:3][CH2:2]1)([C:25]1[CH:30]=[CH:29][CH:28]=[CH:27][CH:26]=1)[C:19]1[CH:20]=[CH:21][CH:22]=[CH:23][CH:24]=1)([CH3:17])([CH3:15])[CH3:16]. The catalyst class is: 9.